This data is from Forward reaction prediction with 1.9M reactions from USPTO patents (1976-2016). The task is: Predict the product of the given reaction. (1) The product is: [O:4]=[C:5]1[CH2:6][CH2:7][CH:8]([N:11]2[CH2:15][CH2:14][CH2:13][C:12]2=[O:16])[CH2:9][CH2:10]1. Given the reactants O1[C:5]2([CH2:10][CH2:9][CH:8]([N:11]3[CH2:15][CH2:14][CH2:13][C:12]3=[O:16])[CH2:7][CH2:6]2)[O:4]CC1.Cl, predict the reaction product. (2) Given the reactants Br[C:2]1[C:10]2[O:9][C:8]([CH3:11])=[C:7]([CH3:12])[C:6]=2[CH:5]=[C:4]([F:13])[CH:3]=1.[Li]CCCC.CN([CH:22]=[O:23])C.[NH4+].[Cl-], predict the reaction product. The product is: [F:13][C:4]1[CH:3]=[C:2]([CH:22]=[O:23])[C:10]2[O:9][C:8]([CH3:11])=[C:7]([CH3:12])[C:6]=2[CH:5]=1. (3) Given the reactants CON(C)[C:4](=[O:19])[C:5]1[CH:10]=[CH:9][C:8]([C:11]([F:14])([F:13])[F:12])=[CH:7][C:6]=1[O:15][CH2:16][CH2:17][CH3:18].[H-].[H-].[H-].[H-].[Li+].[Al+3], predict the reaction product. The product is: [CH2:16]([O:15][C:6]1[CH:7]=[C:8]([C:11]([F:12])([F:13])[F:14])[CH:9]=[CH:10][C:5]=1[CH:4]=[O:19])[CH2:17][CH3:18]. (4) Given the reactants I[C:2]1C=CC(C2CCC(=O)C2)=CC=1.[C-]#N.[Na+].[Cl-].[NH4+].[C:19](=[O:22])(O)[O-:20].[Na+].[NH2:24][C:25]1(C#N)[CH2:29][CH2:28][CH:27]([C:30]2[CH:35]=[CH:34][C:33]([I:36])=[CH:32][CH:31]=2)[CH2:26]1.S(Cl)(Cl)=O, predict the reaction product. The product is: [NH2:24][C:25]1([C:19]([O:20][CH3:2])=[O:22])[CH2:29][CH2:28][CH:27]([C:30]2[CH:31]=[CH:32][C:33]([I:36])=[CH:34][CH:35]=2)[CH2:26]1. (5) Given the reactants [Cl:1][C:2]1[CH:3]=[C:4]([NH:17][CH:18]2[N:23]=[CH:22][N:21]=[C:20]3[S:24][C:25]([C:27]#[C:28][Si](C)(C)C)=[CH:26][CH:19]23)[CH:5]=[CH:6][C:7]=1[O:8][CH2:9][C:10]1[CH:15]=[CH:14][CH:13]=[C:12]([F:16])[CH:11]=1.CCCC[N+](CCCC)(CCCC)CCCC.[F-], predict the reaction product. The product is: [Cl:1][C:2]1[CH:3]=[C:4]([NH:17][C:18]2[C:19]3[CH:26]=[C:25]([C:27]#[CH:28])[S:24][C:20]=3[N:21]=[CH:22][N:23]=2)[CH:5]=[CH:6][C:7]=1[O:8][CH2:9][C:10]1[CH:15]=[CH:14][CH:13]=[C:12]([F:16])[CH:11]=1. (6) Given the reactants C1(C(C2C=CC=CC=2)=[N:8][C:9]2[CH:14]=[C:13]([N:15]([CH2:19][CH2:20][CH3:21])[CH2:16][CH2:17][CH3:18])[CH:12]=[CH:11][N:10]=2)C=CC=CC=1.C([O-])(=O)C.[Na+].Cl.NO, predict the reaction product. The product is: [CH2:19]([N:15]([CH2:16][CH2:17][CH3:18])[C:13]1[CH:12]=[CH:11][N:10]=[C:9]([NH2:8])[CH:14]=1)[CH2:20][CH3:21]. (7) Given the reactants [F:1][C:2]1[CH:7]=[CH:6][C:5]([S:8][CH3:9])=[CH:4][CH:3]=1.[Cl-].[Al+3].[Cl-].[Cl-].[C:14](OC(=O)C)(=[O:16])[CH3:15].Cl, predict the reaction product. The product is: [F:1][C:2]1[CH:3]=[CH:4][C:5]([S:8][CH3:9])=[C:6]([C:14](=[O:16])[CH3:15])[CH:7]=1.